Task: Predict the reactants needed to synthesize the given product.. Dataset: Full USPTO retrosynthesis dataset with 1.9M reactions from patents (1976-2016) (1) The reactants are: [Cl:1][C:2]1[CH:3]=[C:4]2[C:8](=[CH:9][C:10]=1[Cl:11])[C:7](=[O:12])[O:6][C:5]2=O.[Li].[AlH3]. Given the product [Cl:1][C:2]1[C:10]([Cl:11])=[CH:9][C:8]([CH2:7][OH:12])=[C:4]([CH2:5][OH:6])[CH:3]=1, predict the reactants needed to synthesize it. (2) Given the product [CH3:55][C:50]1[C:49]2[N:56]=[N:63][N:69]([C:70]3[CH:75]=[CH:74][CH:73]=[CH:72][CH:71]=3)[C:48]=2[CH:53]=[C:52]([CH3:54])[N:51]=1, predict the reactants needed to synthesize it. The reactants are: C1C=CC(P(C2C(C3C(P(C4C=CC=CC=4)C4C=CC=CC=4)=CC=C4C=3C=CC=C4)=C3C(C=CC=C3)=CC=2)C2C=CC=CC=2)=CC=1.Cl[C:48]1[CH:53]=[C:52]([CH3:54])[N:51]=[C:50]([CH3:55])[C:49]=1[N+:56]([O-])=O.ClC1C=C[N:63]=CC=1[N+]([O-])=O.[NH2:69][C:70]1[CH:75]=[CH:74][CH:73]=[CH:72][CH:71]=1.NC1C=CC=CN=1.[H-].[Na+].C([O-])([O-])=O.[K+].[K+]. (3) Given the product [CH:12](=[N:11][NH:10][CH:7]([CH3:9])[CH3:8])[C:13]1[CH:18]=[CH:17][CH:16]=[CH:15][CH:14]=1, predict the reactants needed to synthesize it. The reactants are: C([O-])(=O)C.[Na+].Cl.[CH:7]([NH:10][NH2:11])([CH3:9])[CH3:8].[CH:12](=O)[C:13]1[CH:18]=[CH:17][CH:16]=[CH:15][CH:14]=1. (4) Given the product [CH3:1][C:2]1[CH:7]=[CH:6][N:5]=[C:4]([N:8]2[CH2:13][CH2:12][N:11]([S:22]([CH3:21])(=[O:24])=[O:23])[CH2:10][CH2:9]2)[CH:3]=1, predict the reactants needed to synthesize it. The reactants are: [CH3:1][C:2]1[CH:7]=[CH:6][N:5]=[C:4]([N:8]2[CH2:13][CH2:12][NH:11][CH2:10][CH2:9]2)[CH:3]=1.C(N(CC)CC)C.[CH3:21][S:22](Cl)(=[O:24])=[O:23].C(=O)(O)[O-].[Na+]. (5) Given the product [NH2:8][C:9]1[C:18]([CH2:19][CH2:20][C:21]([NH:23][CH2:24][CH:25]2[CH2:30][CH2:29][CH2:28][CH2:27][CH2:26]2)=[O:22])=[CH:17][C:16]2[C:11](=[CH:12][CH:13]=[C:14]([C:31]3[N:32]=[CH:33][S:34][CH:35]=3)[CH:15]=2)[N:10]=1, predict the reactants needed to synthesize it. The reactants are: COC1C=CC(C[NH:8][C:9]2[C:18]([CH2:19][CH2:20][C:21]([NH:23][CH2:24][CH:25]3[CH2:30][CH2:29][CH2:28][CH2:27][CH2:26]3)=[O:22])=[CH:17][C:16]3[C:11](=[CH:12][CH:13]=[C:14]([C:31]4[N:32]=[CH:33][S:34][CH:35]=4)[CH:15]=3)[N:10]=2)=CC=1.C(O)(C(F)(F)F)=O. (6) Given the product [C:18]([O:22][C:23]([C:25]1[S:26][C:27](/[CH:30]=[C:4](/[C:3]([O:2][CH3:1])=[O:15])\[CH2:5][CH3:6])=[CH:28][CH:29]=1)=[O:24])([CH3:21])([CH3:20])[CH3:19], predict the reactants needed to synthesize it. The reactants are: [CH3:1][O:2][C:3](=[O:15])[CH:4](P(OCC)(OCC)=O)[CH2:5][CH3:6].[H-].[Na+].[C:18]([O:22][C:23]([C:25]1[S:26][C:27]([CH:30]=O)=[CH:28][CH:29]=1)=[O:24])([CH3:21])([CH3:20])[CH3:19]. (7) Given the product [F:22][CH:23]1[CH2:28][CH2:27][N:26]([C:29]([C:31]2[N:32]=[C:33]([C:36]([NH:38][CH2:39][C:40]([OH:43])([CH3:41])[CH3:42])=[O:37])[S:34][C:35]=2[C:2]2[CH:11]=[CH:10][C:9]([C:12]([OH:21])([C:17]([F:19])([F:20])[F:18])[C:13]([F:14])([F:16])[F:15])=[C:8]3[C:3]=2[CH:4]=[CH:5][CH:6]=[N:7]3)=[O:30])[CH2:25][CH2:24]1, predict the reactants needed to synthesize it. The reactants are: Br[C:2]1[CH:11]=[CH:10][C:9]([C:12]([OH:21])([C:17]([F:20])([F:19])[F:18])[C:13]([F:16])([F:15])[F:14])=[C:8]2[C:3]=1[CH:4]=[CH:5][CH:6]=[N:7]2.[F:22][CH:23]1[CH2:28][CH2:27][N:26]([C:29]([C:31]2[N:32]=[C:33]([C:36]([NH:38][CH2:39][C:40]([OH:43])([CH3:42])[CH3:41])=[O:37])[S:34][CH:35]=2)=[O:30])[CH2:25][CH2:24]1.CC(OC1C=CC=C(OC(C)C)C=1C1C(P(C2CCCCC2)C2CCCCC2)=CC=CC=1)C.CC([O-])=O.[K+].C(O)(=O)C(C)(C)C. (8) Given the product [CH3:1][O:2][CH2:3][C:4]1[O:5][CH:6]=[CH:7][C:8](=[O:18])[C:9]=1[O:10][CH2:11][C:12]1[CH:17]=[CH:16][CH:15]=[CH:14][CH:13]=1, predict the reactants needed to synthesize it. The reactants are: [CH3:1][O:2][CH2:3][C:4]1[O:5][C:6](C)=[CH:7][C:8](=[O:18])[C:9]=1[O:10][CH2:11][C:12]1[CH:17]=[CH:16][CH:15]=[CH:14][CH:13]=1.OCC1OC=CC(=O)C=1OCC1C=CC=CC=1. (9) Given the product [ClH:1].[Cl:1][C:2]1[CH:15]=[CH:14][C:5]([CH2:6][NH2:7])=[CH:4][C:3]=1[N+:16]([O-:18])=[O:17], predict the reactants needed to synthesize it. The reactants are: [Cl:1][C:2]1[CH:15]=[CH:14][C:5]([CH2:6][NH:7]C(=O)C(F)(F)F)=[CH:4][C:3]=1[N+:16]([O-:18])=[O:17].Cl. (10) Given the product [CH3:1][N:2]1[CH2:7][CH2:6][N:5]([C:8]([O:10][C@@H:11]2[N:20]([C:21]3[CH:26]=[CH:25][C:24]([Cl:27])=[CH:23][N:22]=3)[C:18](=[O:19])[C:17]3[C:12]2=[N:13][CH:14]=[CH:15][N:16]=3)=[O:9])[CH2:4][CH2:3]1, predict the reactants needed to synthesize it. The reactants are: [CH3:1][N:2]1[CH2:7][CH2:6][N:5]([C:8]([O:10][C@@H:11]2[N:20]([C:21]3[CH:26]=[CH:25][C:24]([Cl:27])=[CH:23][N:22]=3)[C:18](=[O:19])[C:17]3[C:12]2=[N:13][CH:14]=[CH:15][N:16]=3)=[O:9])[CH2:4][CH2:3]1.C([O-])(=O)[C@@H](CC([O-])=O)O.O.C([O-])([O-])=O.[K+].[K+].